This data is from Forward reaction prediction with 1.9M reactions from USPTO patents (1976-2016). The task is: Predict the product of the given reaction. (1) The product is: [Cl:1][C:2]1[N:3]=[CH:4][C:5]([CH2:6][OH:7])=[C:11]([NH:13][CH2:14][CH3:15])[CH:12]=1. Given the reactants [Cl:1][C:2]1[CH:12]=[C:11]([NH:13][CH2:14][CH3:15])[C:5]([C:6](OCC)=[O:7])=[CH:4][N:3]=1, predict the reaction product. (2) The product is: [CH3:12][O:5][C:4](=[O:6])[C:3]1[CH:7]=[CH:8][C:9]([CH3:11])=[CH:10][C:2]=1[F:1]. Given the reactants [F:1][C:2]1[CH:10]=[C:9]([CH3:11])[CH:8]=[CH:7][C:3]=1[C:4]([OH:6])=[O:5].[CH3:12]O.Cl, predict the reaction product. (3) Given the reactants [N:1]1[CH:6]=[CH:5][C:4]([C:7]2[S:11][C:10]([C:12]([OH:14])=O)=[CH:9][CH:8]=2)=[CH:3][CH:2]=1.[O:15]([C:22]1[CH:27]=[CH:26][CH:25]=[CH:24][C:23]=1[CH2:28][CH2:29][NH2:30])[C:16]1[CH:21]=[CH:20][CH:19]=[CH:18][CH:17]=1, predict the reaction product. The product is: [O:15]([C:22]1[CH:27]=[CH:26][CH:25]=[CH:24][C:23]=1[CH2:28][CH2:29][NH:30][C:12]([C:10]1[S:11][C:7]([C:4]2[CH:3]=[CH:2][N:1]=[CH:6][CH:5]=2)=[CH:8][CH:9]=1)=[O:14])[C:16]1[CH:17]=[CH:18][CH:19]=[CH:20][CH:21]=1.